This data is from Forward reaction prediction with 1.9M reactions from USPTO patents (1976-2016). The task is: Predict the product of the given reaction. (1) The product is: [Cl:16][C:17]1[CH:25]=[CH:24][C:20]([C:21](=[O:22])[CH2:14][C:13]#[N:15])=[C:19]([F:26])[CH:18]=1. Given the reactants C([Li])CCC.C(NC(C)C)(C)C.[C:13](#[N:15])[CH3:14].[Cl:16][C:17]1[CH:25]=[CH:24][C:20]([C:21]([O-])=[O:22])=[C:19]([F:26])[CH:18]=1, predict the reaction product. (2) Given the reactants [H-].[Na+].[Cl:3][C:4]1[CH:5]=[C:6]([CH:9]=[CH:10][CH:11]=1)[CH2:7][OH:8].C(S([C:22]1[N:31]=[C:30]([NH:32][C@@H:33]([CH2:37][OH:38])[C@@H:34]([OH:36])[CH3:35])[C:29]2[N:28]=[C:27]([C:39]([NH2:41])=[O:40])[C:26](=[O:42])[NH:25][C:24]=2[N:23]=1)(=O)=O)C1C=CC=CC=1.[NH4+].[Cl-], predict the reaction product. The product is: [Cl:3][C:4]1[CH:5]=[C:6]([CH:9]=[CH:10][CH:11]=1)[CH2:7][O:8][C:22]1[N:31]=[C:30]([NH:32][C@@H:33]([CH2:37][OH:38])[C@@H:34]([OH:36])[CH3:35])[C:29]2[N:28]=[C:27]([C:39]([NH2:41])=[O:40])[C:26](=[O:42])[NH:25][C:24]=2[N:23]=1. (3) Given the reactants COC[N:4]1[C:8]2[CH:9]=[CH:10][C:11]([CH:13]([C:15]3[S:16][CH:17]=[C:18]([C:20]4[N:21]=[N:22][CH:23]=[CH:24][CH:25]=4)[N:19]=3)[CH3:14])=[CH:12][C:7]=2[S:6][C:5]1=[O:26].FC(F)(F)C(O)=O, predict the reaction product. The product is: [N:22]1[CH:23]=[CH:24][CH:25]=[C:20]([C:18]2[N:19]=[C:15]([CH:13]([C:11]3[CH:10]=[CH:9][C:8]4[NH:4][C:5](=[O:26])[S:6][C:7]=4[CH:12]=3)[CH3:14])[S:16][CH:17]=2)[N:21]=1. (4) Given the reactants C(O)C.[NH2:4][C:5]1[C:6]([N+:28]([O-])=O)=[CH:7][C:8]([O:20][C:21]2[CH:26]=[CH:25][C:24]([F:27])=[CH:23][CH:22]=2)=[C:9]([CH:11]2[CH2:16][CH2:15][CH2:14][CH2:13][N:12]2[C:17](=[O:19])[CH3:18])[CH:10]=1.[H][H].[N:33]1[CH:38]=[CH:37][CH:36]=[CH:35][C:34]=1[CH:39]=O, predict the reaction product. The product is: [F:27][C:24]1[CH:25]=[CH:26][C:21]([O:20][C:8]2[C:9]([CH:11]3[CH2:16][CH2:15][CH2:14][CH2:13][N:12]3[C:17](=[O:19])[CH3:18])=[CH:10][C:5]3[NH:4][C:39]([C:34]4[CH:35]=[CH:36][CH:37]=[CH:38][N:33]=4)=[N:28][C:6]=3[CH:7]=2)=[CH:22][CH:23]=1. (5) Given the reactants F[C:2]1[CH:3]=[C:4]([OH:11])[CH:5]=[CH:6][C:7]=1[N+:8]([O-:10])=[O:9].[NH2:12][C:13]1[CH:25]=[CH:24][C:23]2[C:22]3[C:17](=[CH:18][CH:19]=[CH:20][CH:21]=3)[CH2:16][C:15]=2[CH:14]=1, predict the reaction product. The product is: [CH:14]1[C:15]2[CH2:16][C:17]3[C:22](=[CH:21][CH:20]=[CH:19][CH:18]=3)[C:23]=2[CH:24]=[CH:25][C:13]=1[NH:12][C:2]1[CH:3]=[C:4]([OH:11])[CH:5]=[CH:6][C:7]=1[N+:8]([O-:10])=[O:9]. (6) The product is: [CH3:1][O:2][CH2:3][C:4]1[CH:5]=[C:6]([CH:7]=[CH:8][CH:9]=1)[NH2:10]. Given the reactants [CH3:1][O:2][CH2:3][C:4]1[CH:5]=[C:6]([N+:10]([O-])=O)[CH:7]=[CH:8][CH:9]=1, predict the reaction product.